Dataset: CYP2C19 inhibition data for predicting drug metabolism from PubChem BioAssay. Task: Regression/Classification. Given a drug SMILES string, predict its absorption, distribution, metabolism, or excretion properties. Task type varies by dataset: regression for continuous measurements (e.g., permeability, clearance, half-life) or binary classification for categorical outcomes (e.g., BBB penetration, CYP inhibition). Dataset: cyp2c19_veith. (1) The compound is O=C(O)c1ccc(Cc2ccccc2C(=O)O)cc1. The result is 0 (non-inhibitor). (2) The drug is Oc1ccc2ccccc2c1C=NCc1c(O)ccc2ccccc12. The result is 0 (non-inhibitor).